Dataset: Reaction yield outcomes from USPTO patents with 853,638 reactions. Task: Predict the reaction yield, written as a fraction of the theoretical maximum amount of product (1.0 means a 100% yield; for example, 0.34 means a 34% yield). (1) The reactants are [Cl-].O[NH3+:3].[C:4](=[O:7])([O-])[OH:5].[Na+].CS(C)=O.[Cl:13][C:14]1[CH:15]=[C:16]([N:24]2[C:29](=[O:30])[C:28]([CH2:31][C:32]3[CH:37]=[CH:36][C:35]([C:38]4[C:39]([C:44]#[N:45])=[CH:40][CH:41]=[CH:42][CH:43]=4)=[CH:34][CH:33]=3)=[C:27]([CH2:46][CH2:47][CH3:48])[N:26]=[C:25]2[CH3:49])[CH:17]=[CH:18][C:19]=1[O:20][CH:21]([CH3:23])[CH3:22]. The catalyst is O.C(OCC)(=O)C. The product is [Cl:13][C:14]1[CH:15]=[C:16]([N:24]2[C:29](=[O:30])[C:28]([CH2:31][C:32]3[CH:37]=[CH:36][C:35]([C:38]4[CH:43]=[CH:42][CH:41]=[CH:40][C:39]=4[C:44]4[NH:3][C:4](=[O:7])[O:5][N:45]=4)=[CH:34][CH:33]=3)=[C:27]([CH2:46][CH2:47][CH3:48])[N:26]=[C:25]2[CH3:49])[CH:17]=[CH:18][C:19]=1[O:20][CH:21]([CH3:23])[CH3:22]. The yield is 0.570. (2) The reactants are [Cl:1][C:2]1[CH:3]=[C:4]2[C:9](=[CH:10][C:11]=1[O:12][C:13]1[CH:21]=[CH:20][C:16]([C:17](O)=[O:18])=[CH:15][CH:14]=1)[O:8][CH2:7][CH2:6][CH:5]2[C:22]([O:24][CH2:25][CH3:26])=[O:23].C(Cl)(=O)C(Cl)=O.N1C=CC=CC=1.Cl.[C:40]1([CH3:53])[CH:45]=[CH:44][C:43]([C:46]2[N:51]=[C:50]([NH2:52])[CH:49]=[CH:48][CH:47]=2)=[CH:42][CH:41]=1. The catalyst is ClCCCl.CN(C=O)C.CCOC(C)=O. The product is [Cl:1][C:2]1[CH:3]=[C:4]2[C:9](=[CH:10][C:11]=1[O:12][C:13]1[CH:21]=[CH:20][C:16]([C:17](=[O:18])[NH:52][C:50]3[CH:49]=[CH:48][CH:47]=[C:46]([C:43]4[CH:42]=[CH:41][C:40]([CH3:53])=[CH:45][CH:44]=4)[N:51]=3)=[CH:15][CH:14]=1)[O:8][CH2:7][CH2:6][CH:5]2[C:22]([O:24][CH2:25][CH3:26])=[O:23]. The yield is 0.607. (3) The reactants are [CH2:1]([C:3]1([CH2:13][C:14]([OH:16])=[O:15])[C:11]2[C:6](=[CH:7][CH:8]=[C:9]([OH:12])[CH:10]=2)[CH2:5][CH2:4]1)[CH3:2].[CH2:17](Cl)Cl.CO.C[Si](C=[N+]=[N-])(C)C.C(O)(=O)C. The yield is 0.890. The product is [CH2:1]([C:3]1([CH2:13][C:14]([O:16][CH3:17])=[O:15])[C:11]2[C:6](=[CH:7][CH:8]=[C:9]([OH:12])[CH:10]=2)[CH2:5][CH2:4]1)[CH3:2]. The catalyst is C(OCC)C. (4) The reactants are [CH2:1]([NH2:8])[C:2]1[CH:7]=[CH:6][CH:5]=[CH:4][CH:3]=1.CS(O[CH2:14][C:15]([CH3:33])([CH3:32])[CH2:16][C@@H:17]([NH:24][C:25]([O:27][C:28]([CH3:31])([CH3:30])[CH3:29])=[O:26])[CH2:18]OS(C)(=O)=O)(=O)=O.COCCOC. The catalyst is C([O-])(O)=O.[Na+].CCOC(C)=O. The product is [CH2:1]([N:8]1[CH2:14][C:15]([CH3:33])([CH3:32])[CH2:16][C@@H:17]([NH:24][C:25](=[O:26])[O:27][C:28]([CH3:31])([CH3:30])[CH3:29])[CH2:18]1)[C:2]1[CH:7]=[CH:6][CH:5]=[CH:4][CH:3]=1. The yield is 0.628. (5) The reactants are [CH:1]([Mg]Br)=[CH2:2].[F:5][C:6]([F:16])([F:15])[C:7]1[CH:8]=[C:9]([CH:12]=[CH:13][CH:14]=1)[CH:10]=[O:11]. The catalyst is C1COCC1. The product is [F:5][C:6]([F:15])([F:16])[C:7]1[CH:8]=[C:9]([C:10]([OH:11])=[CH:1][CH3:2])[CH:12]=[CH:13][CH:14]=1. The yield is 0.870. (6) The reactants are C([O:3][C:4](=[O:19])[CH:5]=[C:6]1[C:18]2[CH:17]=[CH:16][CH:15]=[CH:14][C:13]=2[C:12]2[C:7]1=[CH:8][CH:9]=[CH:10][CH:11]=2)C.[OH-].[Na+]. The catalyst is CCO. The product is [CH:17]1[C:18]2[C:6](=[CH:5][C:4]([OH:19])=[O:3])[C:7]3[C:12](=[CH:11][CH:10]=[CH:9][CH:8]=3)[C:13]=2[CH:14]=[CH:15][CH:16]=1. The yield is 0.990. (7) The reactants are [NH2:1][C@@H:2]([CH2:33][C:34]1[CH:39]=[CH:38][CH:37]=[CH:36][CH:35]=1)[C@@H:3]([OH:32])[CH2:4][C@H:5]([NH:19][C:20]([C@@H:22]([NH:27][C:28](=[O:31])[O:29][CH3:30])[C:23]([CH3:26])([CH3:25])[CH3:24])=[O:21])[CH2:6][C:7]1[CH:12]=[CH:11][C:10]([C:13]2[CH:18]=[CH:17][CH:16]=[CH:15][N:14]=2)=[CH:9][CH:8]=1.[CH2:40]([N:47]([CH3:59])[C:48]([NH:50][C@@H:51]([C:55]([CH3:58])([CH3:57])[CH3:56])[C:52](O)=[O:53])=[O:49])[C:41]1[CH:46]=[CH:45][CH:44]=[CH:43][CH:42]=1.CCOP(ON1N=NC2C=CC=CC=2C1=O)(OCC)=O.C(N(CC)C(C)C)(C)C. The catalyst is C1COCC1. The product is [CH2:33]([C@H:2]([NH:1][C:52](=[O:53])[C@H:51]([C:55]([CH3:57])([CH3:56])[CH3:58])[NH:50][C:48](=[O:49])[N:47]([CH3:59])[CH2:40][C:41]1[CH:46]=[CH:45][CH:44]=[CH:43][CH:42]=1)[C@@H:3]([OH:32])[CH2:4][C@@H:5]([CH2:6][C:7]1[CH:12]=[CH:11][C:10]([C:13]2[CH:18]=[CH:17][CH:16]=[CH:15][N:14]=2)=[CH:9][CH:8]=1)[NH:19][C:20](=[O:21])[C@@H:22]([NH:27][C:28](=[O:31])[O:29][CH3:30])[C:23]([CH3:26])([CH3:25])[CH3:24])[C:34]1[CH:35]=[CH:36][CH:37]=[CH:38][CH:39]=1. The yield is 0.740. (8) The reactants are C(OC([N:8]1[CH2:13][CH2:12][N:11]([C:14]2C(=O)N(CC(C)C)N=[C:18]([C:21]3[CH:26]=[CH:25][C:24](C)=C(F)C=3)[C:19]=2C)[CH2:10][CH2:9]1)=O)(C)(C)C.[CH:34]1([CH2:37][N:38]2[C:43](=[O:44])[C:42]([CH2:45]OS(C)(=O)=O)=[CH:41][C:40]([C:51]3[CH:56]=[CH:55][C:54]([O:57][CH3:58])=[C:53]([F:59])[CH:52]=3)=[N:39]2)[CH2:36][CH2:35]1.C(N1CCNCC1)C1C=CC=CC=1. No catalyst specified. The product is [CH2:14]([N:11]1[CH2:10][CH2:9][N:8]([CH2:45][C:42]2[C:43](=[O:44])[N:38]([CH2:37][CH:34]3[CH2:35][CH2:36]3)[N:39]=[C:40]([C:51]3[CH:56]=[CH:55][C:54]([O:57][CH3:58])=[C:53]([F:59])[CH:52]=3)[CH:41]=2)[CH2:13][CH2:12]1)[C:19]1[CH:18]=[CH:21][CH:26]=[CH:25][CH:24]=1. The yield is 0.977.